Dataset: Reaction yield outcomes from USPTO patents with 853,638 reactions. Task: Predict the reaction yield, written as a fraction of the theoretical maximum amount of product (1.0 means a 100% yield; for example, 0.34 means a 34% yield). (1) The yield is 0.209. The reactants are [N-:1]=[N+:2]=[N-:3].[Na+].[Si](Cl)(Cl)(Cl)Cl.[C:10]([C:12]1[C:13]([CH2:26][C:27]2[CH:36]=[CH:35][C:34]3[C:29](=[CH:30][CH:31]=[CH:32][CH:33]=3)[CH:28]=2)=[C:14]([C:23]([NH2:25])=O)[S:15][C:16]=1[N:17]1[CH2:22][CH2:21][O:20][CH2:19][CH2:18]1)#[N:11].O. The product is [N:17]1([C:16]2[S:15][C:14]([C:23]3[NH:25][N:3]=[N:2][N:1]=3)=[C:13]([CH2:26][C:27]3[CH:36]=[CH:35][C:34]4[C:29](=[CH:30][CH:31]=[CH:32][CH:33]=4)[CH:28]=3)[C:12]=2[C:10]#[N:11])[CH2:22][CH2:21][O:20][CH2:19][CH2:18]1. The catalyst is C(#N)C.CCOC(C)=O. (2) The reactants are [CH3:1][C:2]1[C:7]([CH3:8])=[CH:6][C:5]([CH3:9])=[CH:4][C:3]=1[OH:10].[C:11]([O:14]CC)(=[O:13])C.CCC[CH2:20][CH2:21][CH3:22]. No catalyst specified. The product is [CH3:1][C:2]1[C:7]([CH3:8])=[CH:6][C:5]([CH3:9])=[CH:4][C:3]=1[O:10][C:21]([CH3:20])([CH3:22])[C:11]([OH:14])=[O:13]. The yield is 0.650. (3) The reactants are [C:1]1(=[O:11])[C:10]2[CH2:9][CH2:8][CH2:7][CH2:6][C:5]=2[CH:4]=[CH:3][NH:2]1.C1(=O)C2C(CCCC2)CCN1.CC(O[C@@H:27]1[O:31][C@H:30]([CH2:32][O:33][C:34]([C:36]2[CH:41]=[CH:40][CH:39]=[CH:38][CH:37]=2)=[O:35])[C@@H:29]([O:42]C(C2C=CC=CC=2)=O)[C@H:28]1[O:51]C(C1C=CC=CC=1)=O)=O.C/C(/O[Si](C)(C)C)=N\[Si](C)(C)C.FC(F)(F)S(O[Si](C)(C)C)(=O)=O. The catalyst is C(#N)C.C(OCC)(=O)C. The product is [C:34]([OH:35])(=[O:33])[C:36]1[CH:41]=[CH:40][CH:39]=[CH:38][CH:37]=1.[C:34]([OH:35])(=[O:33])[C:36]1[CH:41]=[CH:40][CH:39]=[CH:38][CH:37]=1.[C:34]([OH:35])(=[O:33])[C:36]1[CH:41]=[CH:40][CH:39]=[CH:38][CH:37]=1.[OH:51][C@@H:28]1[C@H:29]([OH:42])[C@@H:30]([CH2:32][OH:33])[O:31][C@H:27]1[N:2]1[CH:3]=[CH:4][C:5]2[CH2:6][CH2:7][CH2:8][CH2:9][C:10]=2[C:1]1=[O:11]. The yield is 0.820. (4) The reactants are [C:1]([C:3]1[CH:8]=[CH:7][CH:6]=[CH:5][C:4]=1[CH2:9][C:10]([O:12][CH3:13])=[O:11])#[CH:2].C(N(CC)CC)C.Cl[C:22]1[C:27]([C:28]([F:31])([F:30])[F:29])=[CH:26][N:25]=[C:24]([NH:32][C:33]2[CH:38]=[CH:37][C:36]([N:39]3[CH2:44][CH2:43][N:42]([C:45]([O:47][C:48]([CH3:51])([CH3:50])[CH3:49])=[O:46])[CH2:41][CH2:40]3)=[CH:35][CH:34]=2)[N:23]=1.C1(P(C2C=CC=CC=2)C2C=CC=CC=2)C=CC=CC=1. The catalyst is CN(C=O)C.[Cu]I. The product is [CH3:13][O:12][C:10](=[O:11])[CH2:9][C:4]1[CH:5]=[CH:6][CH:7]=[CH:8][C:3]=1[C:1]#[C:2][C:26]1[C:27]([C:28]([F:30])([F:29])[F:31])=[CH:22][N:23]=[C:24]([NH:32][C:33]2[CH:34]=[CH:35][C:36]([N:39]3[CH2:40][CH2:41][N:42]([C:45]([O:47][C:48]([CH3:51])([CH3:50])[CH3:49])=[O:46])[CH2:43][CH2:44]3)=[CH:37][CH:38]=2)[N:25]=1. The yield is 0.890. (5) The catalyst is CN(C=O)C. The reactants are [NH2:1][C:2]1[CH:7]=[C:6]([Cl:8])[N:5]=[C:4]([Cl:9])[N:3]=1.[Cl:10]N1C(=O)CCC1=O.O. The product is [Cl:9][C:4]1[N:3]=[C:2]([NH2:1])[C:7]([Cl:10])=[C:6]([Cl:8])[N:5]=1. The yield is 0.800.